Dataset: Reaction yield outcomes from USPTO patents with 853,638 reactions. Task: Predict the reaction yield, written as a fraction of the theoretical maximum amount of product (1.0 means a 100% yield; for example, 0.34 means a 34% yield). (1) The reactants are I[C:2]1[C:10]2[C:5](=[CH:6][C:7]([C@H:11]3[C@@:13]4([C:21]5[C:16](=[CH:17][CH:18]=[C:19]([O:22][CH3:23])[CH:20]=5)[N:15]([CH3:24])[C:14]4=[O:25])[CH2:12]3)=[CH:8][CH:9]=2)[NH:4][N:3]=1.CC1(C)C(C)(C)OB([C:34]2[CH:39]=[CH:38][C:37]([N:40]3[CH2:45][CH2:44][N:43](C(OC(C)(C)C)=O)[CH2:42][CH2:41]3)=[CH:36][CH:35]=2)O1.[C:54]([OH:60])([C:56]([F:59])([F:58])[F:57])=[O:55]. The catalyst is C(Cl)Cl. The product is [F:57][C:56]([F:59])([F:58])[C:54]([OH:60])=[O:55].[CH3:23][O:22][C:19]1[CH:20]=[C:21]2[C:16](=[CH:17][CH:18]=1)[N:15]([CH3:24])[C:14](=[O:25])[C@:13]12[CH2:12][C@H:11]1[C:7]1[CH:6]=[C:5]2[C:10]([C:2]([C:34]3[CH:35]=[CH:36][C:37]([N:40]4[CH2:41][CH2:42][NH:43][CH2:44][CH2:45]4)=[CH:38][CH:39]=3)=[N:3][NH:4]2)=[CH:9][CH:8]=1. The yield is 0.420. (2) The reactants are Br[C:2]1[CH:7]=[CH:6][CH:5]=[C:4]([C:8]([CH3:11])([CH3:10])[CH3:9])[CH:3]=1.[CH2:12]([OH:16])[CH:13]=[CH:14][CH3:15].C(=O)([O-])[O-].[Na+].[Na+].C1(C)C=CC=CC=1P(C1C=CC=CC=1C)C1C=CC=CC=1C. The catalyst is [Br-].C([N+](CCCC)(CCCC)CCCC)CCC.CC(OC)(C)C.C([O-])(=O)C.[Pd+2].C([O-])(=O)C.CN(C=O)C. The product is [C:8]([C:4]1[CH:3]=[C:2]([CH:14]([CH3:15])[CH2:13][CH:12]=[O:16])[CH:7]=[CH:6][CH:5]=1)([CH3:11])([CH3:10])[CH3:9]. The yield is 0.390.